Dataset: Forward reaction prediction with 1.9M reactions from USPTO patents (1976-2016). Task: Predict the product of the given reaction. Given the reactants [F:1][C:2]1[CH:3]=[C:4]([NH:8][C:9]2[NH:13][N:12](COCC[Si](C)(C)C)[NH:11][CH:10]=2)[CH:5]=[CH:6][CH:7]=1.C(N)CN.[F-].C([N+](CCCC)(CCCC)CCCC)CCC, predict the reaction product. The product is: [F:1][C:2]1[CH:3]=[C:4]([NH:8][C:9]2[CH:10]=[N:11][NH:12][N:13]=2)[CH:5]=[CH:6][CH:7]=1.